Task: Predict the reaction yield, written as a fraction of the theoretical maximum amount of product (1.0 means a 100% yield; for example, 0.34 means a 34% yield).. Dataset: Reaction yield outcomes from USPTO patents with 853,638 reactions (1) The reactants are [Cl:1][C:2]1[CH:3]=[C:4]([N:32]([CH2:42][CH3:43])[C@H:33]2[CH2:38][CH2:37][C@H:36]([N:39]([CH3:41])[CH3:40])[CH2:35][CH2:34]2)[C:5]([CH3:31])=[C:6]([CH:30]=1)[C:7]([NH:9][CH2:10][C:11]1[C:16](=[O:17])[N:15]2[N:18](COCC[Si](C)(C)C)[CH:19]=[CH:20][C:14]2=[CH:13][C:12]=1[CH3:29])=[O:8].CC1C=CC(S([O-])(=O)=O)=CC=1.[NH+]1C=CC=CC=1. The catalyst is CO. The product is [Cl:1][C:2]1[CH:3]=[C:4]([N:32]([CH2:42][CH3:43])[C@H:33]2[CH2:34][CH2:35][C@H:36]([N:39]([CH3:40])[CH3:41])[CH2:37][CH2:38]2)[C:5]([CH3:31])=[C:6]([CH:30]=1)[C:7]([NH:9][CH2:10][C:11]1[C:16](=[O:17])[N:15]2[NH:18][CH:19]=[CH:20][C:14]2=[CH:13][C:12]=1[CH3:29])=[O:8]. The yield is 0.260. (2) The reactants are [F:1][C:2]([F:15])([F:14])[S:3]([O:6]S(C(F)(F)F)(=O)=O)(=[O:5])=[O:4].[C:16](=O)(OC)OC. No catalyst specified. The product is [F:1][C:2]([F:15])([F:14])[S:3]([O:6][CH3:16])(=[O:5])=[O:4]. The yield is 0.991. (3) The yield is 0.925. The catalyst is C1COCC1.C(Cl)Cl. The reactants are F.F.F.C(N(CC)CC)C.C(N(CC)CC)C.[Si]([O:35][CH2:36][C@H:37]1[O:41][C@@H:40]([N:42]2[CH:49]=[C:48]([CH3:50])[C:46](=[O:47])[NH:45][C:43]2=[O:44])[C@H:39]([O:51][CH2:52][CH2:53][O:54][N:55]([CH3:57])[CH3:56])[C@@H:38]1[OH:58])(C(C)(C)C)(C1C=CC=CC=1)C1C=CC=CC=1.CO. The product is [CH3:56][N:55]([CH3:57])[O:54][CH2:53][CH2:52][O:51][C@@H:39]1[C@H:38]([OH:58])[C@@H:37]([CH2:36][OH:35])[O:41][C@H:40]1[N:42]1[CH:49]=[C:48]([CH3:50])[C:46](=[O:47])[NH:45][C:43]1=[O:44]. (4) The reactants are [CH2:1]([O:4][C:5]1[CH:14]=[CH:13][C:8]([C:9]([O:11][CH3:12])=[O:10])=[CH:7][CH:6]=1)[CH:2]=[CH2:3].[CH2:15]=[C:16]1CC[CH2:18][CH2:17]1. The catalyst is C(Cl)Cl.CC1C=C(C)C(N2C(=[Ru](Cl)(Cl)=CC3C(OC(C)C)=CC=CC=3)N(C3C(C)=CC(C)=CC=3C)CC2)=C(C)C=1. The product is [C:3]1(=[CH:2][CH2:1][O:4][C:5]2[CH:14]=[CH:13][C:8]([C:9]([O:11][CH3:12])=[O:10])=[CH:7][CH:6]=2)[CH2:18][CH2:17][CH2:16][CH2:15]1. The yield is 0.680. (5) The reactants are C[N:2]([CH3:27])[CH2:3][CH2:4][CH2:5][NH:6][C:7]1[C:16]2[C:11](=[CH:12][CH:13]=[CH:14][CH:15]=2)[N:10]=[C:9]([CH2:17][N:18]([CH3:26])CC2C=CC=CC=2)[N:8]=1.[CH:28]([O-])=O.[NH4+]. The catalyst is CO.[Pd]. The product is [CH3:27][NH:2][CH2:3][CH2:4][CH2:5][N:6]([CH3:28])[C:7]1[C:16]2[C:11](=[CH:12][CH:13]=[CH:14][CH:15]=2)[N:10]=[C:9]([CH2:17][NH:18][CH3:26])[N:8]=1. The yield is 0.830.